The task is: Predict the reactants needed to synthesize the given product.. This data is from Full USPTO retrosynthesis dataset with 1.9M reactions from patents (1976-2016). (1) Given the product [CH2:3]([C:5]1([C:16]2[CH:21]=[CH:20][CH:19]=[C:18]([O:22][CH2:23][C:24]3[CH:29]=[CH:28][CH:27]=[CH:26][CH:25]=3)[CH:17]=2)[CH2:11][CH2:10][CH2:9][CH2:8][N:7]([CH2:12][CH2:13][O:14][CH3:30])[C:6]1=[O:15])[CH3:4], predict the reactants needed to synthesize it. The reactants are: [H-].[Na+].[CH2:3]([C:5]1([C:16]2[CH:21]=[CH:20][CH:19]=[C:18]([O:22][CH2:23][C:24]3[CH:29]=[CH:28][CH:27]=[CH:26][CH:25]=3)[CH:17]=2)[CH2:11][CH2:10][CH2:9][CH2:8][N:7]([CH2:12][CH2:13][OH:14])[C:6]1=[O:15])[CH3:4].[CH3:30]I. (2) Given the product [F:29][C:2]([F:28])([F:1])[CH2:3][N:4]1[C:9](=[O:10])[C:8]([O:11][CH2:12][C:13]([CH3:17])([CH3:16])[CH2:14][OH:15])=[C:7]([C:18]2[CH:23]=[CH:22][C:21]([S:24]([NH:27][C:30](=[O:32])[CH3:31])(=[O:26])=[O:25])=[CH:20][CH:19]=2)[CH:6]=[N:5]1, predict the reactants needed to synthesize it. The reactants are: [F:1][C:2]([F:29])([F:28])[CH2:3][N:4]1[C:9](=[O:10])[C:8]([O:11][CH2:12][C:13]([CH3:17])([CH3:16])[CH2:14][OH:15])=[C:7]([C:18]2[CH:23]=[CH:22][C:21]([S:24]([NH2:27])(=[O:26])=[O:25])=[CH:20][CH:19]=2)[CH:6]=[N:5]1.[C:30](OC(=O)C)(=[O:32])[CH3:31].C(N(CC)CC)C.